The task is: Predict the reaction yield, written as a fraction of the theoretical maximum amount of product (1.0 means a 100% yield; for example, 0.34 means a 34% yield).. This data is from Reaction yield outcomes from USPTO patents with 853,638 reactions. (1) The yield is 0.540. The reactants are [CH2:1]([O:3][C:4]([C:6]1[CH:7]=[N:8][N:9]([C:11]2[N:15]([CH2:16][O:17][CH2:18][CH2:19][O:20][CH3:21])[C:14]3[CH:22]=[C:23]([Cl:27])[C:24]([NH2:26])=[CH:25][C:13]=3[N:12]=2)[CH:10]=1)=[O:5])[CH3:2].N[C:29]1C(Cl)=CC2NC(N3C=C(C(O)=O)C=N3)=NC=2[CH:30]=1.C(=O)CC.C(O[BH-](OC(=O)C)OC(=O)C)(=O)C.[Na+].C(O)(=O)C. The catalyst is C1COCC1. The product is [CH2:1]([O:3][C:4]([C:6]1[CH:7]=[N:8][N:9]([C:11]2[N:15]([CH2:16][O:17][CH2:18][CH2:19][O:20][CH3:21])[C:14]3[CH:22]=[C:23]([Cl:27])[C:24]([NH:26][CH2:29][CH3:30])=[CH:25][C:13]=3[N:12]=2)[CH:10]=1)=[O:5])[CH3:2]. (2) The reactants are [CH3:1][O:2][CH2:3][O:4][CH:5]([CH2:8][N:9]1[C:14](=[O:15])[CH:13]=[N:12][C:11]2[CH:16]=[CH:17][C:18]([O:20][CH3:21])=[N:19][C:10]1=2)[CH:6]=O.[NH2:22][CH2:23][C@@H:24]1[CH2:28][N:27]([C:29]2[CH:30]=[CH:31][C:32]3[O:33][CH2:34][C:35](=[O:39])[NH:36][C:37]=3[N:38]=2)[C:26](=[O:40])[CH2:25]1.C(O)(=O)C.S([O-])([O-])(=O)=O.[Na+].[Na+].C(O[BH-](OC(=O)C)OC(=O)C)(=O)C.[Na+]. The catalyst is ClCCl.CN(C)C=O. The product is [CH3:1][O:2][CH2:3][O:4][CH:5]([CH2:8][N:9]1[C:14](=[O:15])[CH:13]=[N:12][C:11]2[CH:16]=[CH:17][C:18]([O:20][CH3:21])=[N:19][C:10]1=2)[CH2:6][NH:22][CH2:23][C@@H:24]1[CH2:28][N:27]([C:29]2[CH:30]=[CH:31][C:32]3[O:33][CH2:34][C:35](=[O:39])[NH:36][C:37]=3[N:38]=2)[C:26](=[O:40])[CH2:25]1. The yield is 0.350. (3) The reactants are Cl[C:2]1[C:11]2[C:6](=[CH:7][C:8]([O:14][CH2:15][CH2:16][CH2:17][N:18]3[CH2:23][CH2:22][N:21]([CH2:24][CH2:25][F:26])[CH2:20][CH2:19]3)=[C:9]([O:12][CH3:13])[CH:10]=2)[N:5]=[CH:4][N:3]=1.[Cl:27][C:28]1[CH:36]=[C:35]([C:37]#[C:38][CH2:39][CH2:40][O:41][CH3:42])[C:31]2[O:32][CH2:33][O:34][C:30]=2[C:29]=1[NH2:43].C[Si]([N-][Si](C)(C)C)(C)C.[Na+]. The catalyst is CN(C=O)C. The product is [Cl:27][C:28]1[CH:36]=[C:35]([C:37]#[C:38][CH2:39][CH2:40][O:41][CH3:42])[C:31]2[O:32][CH2:33][O:34][C:30]=2[C:29]=1[NH:43][C:2]1[C:11]2[C:6](=[CH:7][C:8]([O:14][CH2:15][CH2:16][CH2:17][N:18]3[CH2:23][CH2:22][N:21]([CH2:24][CH2:25][F:26])[CH2:20][CH2:19]3)=[C:9]([O:12][CH3:13])[CH:10]=2)[N:5]=[CH:4][N:3]=1. The yield is 0.600. (4) The reactants are Cl.[Cl:2][C:3]1[C:4]([C:24]2[CH:25]=[N:26][N:27]3[CH:32]=[CH:31][CH:30]=[CH:29][C:28]=23)=[N:5][C:6]([NH:9][C:10]2[CH:18]=[C:17]3[C:13]([CH2:14][CH2:15][N:16]3C(=O)C)=[CH:12][C:11]=2[O:22][CH3:23])=[N:7][CH:8]=1. The catalyst is CO. The product is [Cl:2][C:3]1[C:4]([C:24]2[CH:25]=[N:26][N:27]3[CH:32]=[CH:31][CH:30]=[CH:29][C:28]=23)=[N:5][C:6]([NH:9][C:10]2[CH:18]=[C:17]3[C:13]([CH2:14][CH2:15][NH:16]3)=[CH:12][C:11]=2[O:22][CH3:23])=[N:7][CH:8]=1. The yield is 0.840.